Dataset: Catalyst prediction with 721,799 reactions and 888 catalyst types from USPTO. Task: Predict which catalyst facilitates the given reaction. (1) Reactant: [F:1][C:2]1[CH:7]=[C:6]([F:8])[CH:5]=[CH:4][C:3]=1[C:9](=[O:21])[CH2:10][C:11](SC1C=CC(Cl)=CC=1)=[NH:12].[NH2:22][C:23]1[CH:28]=[CH:27][C:26]([CH2:29][CH2:30][OH:31])=[CH:25][CH:24]=1.[C:32](O)(=[O:34])[CH3:33]. Product: [C:32]([O:31][CH2:30][CH2:29][C:26]1[CH:27]=[CH:28][C:23]([NH:22][C:11](=[NH:12])[CH2:10][C:9]([C:3]2[CH:4]=[CH:5][C:6]([F:8])=[CH:7][C:2]=2[F:1])=[O:21])=[CH:24][CH:25]=1)(=[O:34])[CH3:33]. The catalyst class is: 250. (2) Reactant: [OH-].[Na+].C[O:4][C:5](=[O:45])[CH2:6][C:7]1[CH:12]=[CH:11][C:10]([C:13]2[CH:18]=[CH:17][C:16]([C:19]([CH2:41][CH3:42])([C:22]3[CH:27]=[CH:26][C:25]([C:28]#[C:29][C:30]([OH:39])([C:35]([F:38])([F:37])[F:36])[C:31]([F:34])([F:33])[F:32])=[C:24]([CH3:40])[CH:23]=3)[CH2:20][CH3:21])=[CH:15][C:14]=2[CH3:43])=[CH:9][C:8]=1[F:44].[Cl-].[NH4+]. Product: [CH2:20]([C:19]([C:16]1[CH:17]=[CH:18][C:13]([C:10]2[CH:11]=[CH:12][C:7]([CH2:6][C:5]([OH:45])=[O:4])=[C:8]([F:44])[CH:9]=2)=[C:14]([CH3:43])[CH:15]=1)([C:22]1[CH:27]=[CH:26][C:25]([C:28]#[C:29][C:30]([OH:39])([C:35]([F:36])([F:37])[F:38])[C:31]([F:33])([F:34])[F:32])=[C:24]([CH3:40])[CH:23]=1)[CH2:41][CH3:42])[CH3:21]. The catalyst class is: 5. (3) Reactant: [C:1]([CH2:3][C:4]([OH:6])=O)#[N:2].[NH2:7][C:8]([O:10][CH2:11][CH3:12])=[O:9].C1(C)C=CC=CC=1.P(Cl)(Cl)(Cl)=O. Product: [C:1]([CH2:3][C:4]([NH:7][C:8]([O:10][CH2:11][CH3:12])=[O:9])=[O:6])#[N:2]. The catalyst class is: 136. (4) Reactant: [Br:1][C:2]1[CH:7]=[C:6]([NH:8][C@H:9]([CH2:11][CH3:12])[CH3:10])[C:5]([N+:13]([O-])=O)=[CH:4][N:3]=1.C(O)(=O)C. Product: [Br:1][C:2]1[N:3]=[CH:4][C:5]([NH2:13])=[C:6]([NH:8][C@H:9]([CH2:11][CH3:12])[CH3:10])[CH:7]=1. The catalyst class is: 150. (5) Reactant: N(C(C)C)C(C)C.[Li]CCCC.[Cl:13][C:14]1[CH:19]=[CH:18][CH:17]=[CH:16][C:15]=1[CH:20]([N:22]1[C:28]2[CH:29]=[CH:30][S:31][C:27]=2[C:26](=[O:32])[NH:25][CH2:24][CH2:23]1)[CH3:21].C(O[B:37]1[O:41][C:40]([CH3:43])([CH3:42])[C:39]([CH3:45])([CH3:44])[O:38]1)(C)C.Cl. Product: [Cl:13][C:14]1[CH:19]=[CH:18][CH:17]=[CH:16][C:15]=1[CH:20]([N:22]1[C:28]2[CH:29]=[C:30]([B:37]3[O:41][C:40]([CH3:43])([CH3:42])[C:39]([CH3:45])([CH3:44])[O:38]3)[S:31][C:27]=2[C:26](=[O:32])[NH:25][CH2:24][CH2:23]1)[CH3:21]. The catalyst class is: 1. (6) Reactant: [C:1]([O:5][C:6]([N:8]1[CH2:14][CH2:13][CH2:12][C:11](=[CH2:15])[CH2:10][CH2:9]1)=[O:7])([CH3:4])([CH3:3])[CH3:2].C(=O)(O)[O-:17].[Na+].ClC1C=CC=C(C(OO)=O)C=1. Product: [C:1]([O:5][C:6]([N:8]1[CH2:14][CH2:13][CH2:12][C:11]2([O:17][CH2:15]2)[CH2:10][CH2:9]1)=[O:7])([CH3:4])([CH3:3])[CH3:2]. The catalyst class is: 4. (7) Reactant: [Cl:1][C:2]1[CH:3]=[C:4]([CH:7]=[CH:8][CH:9]=1)[CH:5]=[O:6].[CH:10]([Mg]Cl)=[CH2:11]. Product: [Cl:1][C:2]1[CH:3]=[C:4]([CH:5]([OH:6])[CH:10]=[CH2:11])[CH:7]=[CH:8][CH:9]=1. The catalyst class is: 1. (8) Reactant: [Cl:1][C:2]1[N:3]=[C:4]([N:12]2[CH2:17][CH2:16][O:15][CH2:14][CH2:13]2)[C:5]2[S:10][C:9](I)=[CH:8][C:6]=2[N:7]=1.CC1(C)C(C)(C)OB([C:26]2[CH:32]=[CH:31][C:29]([NH2:30])=[CH:28][CH:27]=2)O1.C([O-])([O-])=O.[Na+].[Na+]. Product: [Cl:1][C:2]1[N:3]=[C:4]([N:12]2[CH2:17][CH2:16][O:15][CH2:14][CH2:13]2)[C:5]2[S:10][C:9]([C:26]3[CH:32]=[CH:31][C:29]([NH2:30])=[CH:28][CH:27]=3)=[CH:8][C:6]=2[N:7]=1. The catalyst class is: 745. (9) Reactant: [CH2:1]([O:8][C:9]([NH:11][C:12]12[CH2:19][C:16]([C:20]([O:22]C)=[O:21])([CH2:17][CH2:18]1)[CH2:15][CH2:14][CH2:13]2)=[O:10])[C:2]1[CH:7]=[CH:6][CH:5]=[CH:4][CH:3]=1.[OH-].[Na+]. Product: [CH2:1]([O:8][C:9]([NH:11][C:12]12[CH2:19][C:16]([C:20]([OH:22])=[O:21])([CH2:17][CH2:18]1)[CH2:15][CH2:14][CH2:13]2)=[O:10])[C:2]1[CH:3]=[CH:4][CH:5]=[CH:6][CH:7]=1. The catalyst class is: 5. (10) Reactant: C([O:4][CH2:5][CH2:6][CH2:7][C:8]1[CH:13]=[CH:12][CH:11]=[C:10]([C:14]#[N:15])[N:9]=1)(=O)C.C(=O)([O-])[O-].[K+].[K+]. Product: [OH:4][CH2:5][CH2:6][CH2:7][C:8]1[N:9]=[C:10]([C:14]#[N:15])[CH:11]=[CH:12][CH:13]=1. The catalyst class is: 5.